The task is: Predict the reaction yield, written as a fraction of the theoretical maximum amount of product (1.0 means a 100% yield; for example, 0.34 means a 34% yield).. This data is from Reaction yield outcomes from USPTO patents with 853,638 reactions. (1) The reactants are [OH:1][C:2]1[CH:9]=[CH:8][C:5]([CH:6]=[O:7])=[CH:4][CH:3]=1.C(=O)([O-])[O-].[Cs+].[Cs+].Br[CH2:17][CH2:18][O:19][CH3:20]. The catalyst is CC(C)=O. The product is [CH3:20][O:19][CH2:18][CH2:17][O:1][C:2]1[CH:9]=[CH:8][C:5]([CH:6]=[O:7])=[CH:4][CH:3]=1. The yield is 0.350. (2) The reactants are [Cl:1][C:2]1[C:3]2[CH:10]=[CH:9][NH:8][C:4]=2[N:5]=[CH:6][N:7]=1.[Br:11][C:12]1[CH:13]=[C:14](B(O)O)[CH:15]=[CH:16][CH:17]=1.N1C=CC=CC=1. The catalyst is ClCCl. The product is [Br:11][C:12]1[CH:17]=[C:16]([N:8]2[C:4]3[N:5]=[CH:6][N:7]=[C:2]([Cl:1])[C:3]=3[CH:10]=[CH:9]2)[CH:15]=[CH:14][CH:13]=1. The yield is 0.500. (3) The reactants are [F:1][C:2]1[CH:3]=[C:4]([C@H:8]2[CH2:12][CH2:11][CH2:10][N:9]2[C:13]2[CH:18]=[CH:17][N:16]3[N:19]=[CH:20][C:21]([NH2:22])=[C:15]3[N:14]=2)[CH:5]=[N:6][CH:7]=1.C1N=CN([C:28]([N:30]2[CH:34]=N[CH:32]=[CH:31]2)=[O:29])C=1.N1CC[C@H:37]([OH:40])C1. The catalyst is C(Cl)Cl. The product is [F:1][C:2]1[CH:3]=[C:4]([C@H:8]2[CH2:12][CH2:11][CH2:10][N:9]2[C:13]2[CH:18]=[CH:17][N:16]3[N:19]=[CH:20][C:21]([NH:22][C:28]([N:30]4[CH2:31][CH2:32][C@H:37]([OH:40])[CH2:34]4)=[O:29])=[C:15]3[N:14]=2)[CH:5]=[N:6][CH:7]=1. The yield is 0.780. (4) The product is [NH2:2][C:1]([C:3]1[CH:4]=[CH:5][C:6]([O:9][CH2:10][CH2:11][CH2:12][O:13][C:14]2[CH:15]=[C:16]3[C:20](=[CH:21][CH:22]=2)[C@H:19]([CH2:23][C:24]([O:26][CH2:27][CH3:28])=[O:25])[CH2:18][CH2:17]3)=[N:7][CH:8]=1)=[S:29]. The reactants are [C:1]([C:3]1[CH:4]=[CH:5][C:6]([O:9][CH2:10][CH2:11][CH2:12][O:13][C:14]2[CH:15]=[C:16]3[C:20](=[CH:21][CH:22]=2)[C@H:19]([CH2:23][C:24]([O:26][CH2:27][CH3:28])=[O:25])[CH2:18][CH2:17]3)=[N:7][CH:8]=1)#[N:2].[SH2:29].C(NCC)C. The catalyst is CN(C=O)C. The yield is 0.860.